This data is from Rat liver microsome stability data. The task is: Regression/Classification. Given a drug SMILES string, predict its absorption, distribution, metabolism, or excretion properties. Task type varies by dataset: regression for continuous measurements (e.g., permeability, clearance, half-life) or binary classification for categorical outcomes (e.g., BBB penetration, CYP inhibition). Dataset: rlm. (1) The molecule is CCS(=O)(=O)c1cccc(Oc2cccc(-c3c(C)cnc4c(C(F)(F)F)cccc34)c2)c1. The result is 0 (unstable in rat liver microsomes). (2) The molecule is Cc1cc(-c2ccc(C)c(S(=O)(=O)NCC3CCN(Cc4ccc(F)cc4)CC3)c2)on1. The result is 1 (stable in rat liver microsomes). (3) The molecule is CNC(=O)c1cccc(CC[C@H]([C@H](C)O)n2cnc3c(N)ncnc32)c1. The result is 0 (unstable in rat liver microsomes). (4) The drug is CNCCCC1Cc2ccccc2N(c2ccccc2F)S1(=O)=O. The result is 1 (stable in rat liver microsomes). (5) The compound is CC(C)[C@@H]1CN(c2cccc(S(C)(=O)=O)c2)CCN1c1nccc(C(F)(F)F)n1. The result is 1 (stable in rat liver microsomes).